Dataset: Catalyst prediction with 721,799 reactions and 888 catalyst types from USPTO. Task: Predict which catalyst facilitates the given reaction. (1) Reactant: [Cl:1][C:2]1[C:3]([CH3:49])=[C:4]([C:18]2[C:26]3[C:25]([O:27][C@H:28]([CH2:34][C:35]4[CH:40]=[CH:39][CH:38]=[CH:37][C:36]=4[O:41]C4CCCCO4)[C:29]([O:31][CH2:32][CH3:33])=[O:30])=[N:24][CH:23]=[N:22][C:21]=3[S:20][C:19]=2[I:48])[CH:5]=[CH:6][C:7]=1[O:8][CH2:9][CH2:10][N:11]1[CH2:16][CH2:15][N:14]([CH3:17])[CH2:13][CH2:12]1.Cl. Product: [Cl:1][C:2]1[C:3]([CH3:49])=[C:4]([C:18]2[C:26]3[C:25]([O:27][C@H:28]([CH2:34][C:35]4[CH:40]=[CH:39][CH:38]=[CH:37][C:36]=4[OH:41])[C:29]([O:31][CH2:32][CH3:33])=[O:30])=[N:24][CH:23]=[N:22][C:21]=3[S:20][C:19]=2[I:48])[CH:5]=[CH:6][C:7]=1[O:8][CH2:9][CH2:10][N:11]1[CH2:12][CH2:13][N:14]([CH3:17])[CH2:15][CH2:16]1. The catalyst class is: 8. (2) Product: [Cl:8][C:4]1[CH:5]=[CH:6][CH:7]=[C:2]([Cl:1])[C:3]=1[C:9]1[C:13]([CH2:14][O:15][C:16]2[CH:21]=[CH:20][C:19]([N:22]([CH2:24][C:25]3[CH:26]=[C:27]([CH:32]=[CH:33][CH:34]=3)[C:28]([OH:30])=[O:29])[CH3:23])=[C:18]([CH3:35])[CH:17]=2)=[C:12]([CH:36]([CH3:38])[CH3:37])[O:11][N:10]=1. Reactant: [Cl:1][C:2]1[CH:7]=[CH:6][CH:5]=[C:4]([Cl:8])[C:3]=1[C:9]1[C:13]([CH2:14][O:15][C:16]2[CH:21]=[CH:20][C:19]([N:22]([CH2:24][C:25]3[CH:26]=[C:27]([CH:32]=[CH:33][CH:34]=3)[C:28]([O:30]C)=[O:29])[CH3:23])=[C:18]([CH3:35])[CH:17]=2)=[C:12]([CH:36]([CH3:38])[CH3:37])[O:11][N:10]=1.[OH-].[Li+]. The catalyst class is: 7. (3) Reactant: [C:1]1([CH2:7][C:8]2([CH2:25][C:26]3[CH:31]=[CH:30][CH:29]=[CH:28][CH:27]=3)[CH:12]3[CH2:13][N:14](C(OC(C)(C)C)=O)[CH2:15][CH2:16][N:11]3[C:10](=[O:24])[O:9]2)[CH:6]=[CH:5][CH:4]=[CH:3][CH:2]=1.FC(F)(F)C(O)=O. Product: [C:26]1([CH2:25][C:8]2([CH2:7][C:1]3[CH:6]=[CH:5][CH:4]=[CH:3][CH:2]=3)[CH:12]3[CH2:13][NH:14][CH2:15][CH2:16][N:11]3[C:10](=[O:24])[O:9]2)[CH:27]=[CH:28][CH:29]=[CH:30][CH:31]=1. The catalyst class is: 4. (4) Reactant: [H-].[Na+].CN(C)C=O.[CH3:8][C:9]1[C:10]([NH:15][S:16]([C:19]2[S:20][C:21]([CH3:24])=[CH:22][CH:23]=2)(=[O:18])=[O:17])=[N:11][O:12][C:13]=1[CH3:14].[CH3:25][O:26][CH2:27][CH2:28][O:29][CH2:30]Cl. Product: [CH3:8][C:9]1[C:10]([N:15]([CH2:25][O:26][CH2:27][CH2:28][O:29][CH3:30])[S:16]([C:19]2[S:20][C:21]([CH3:24])=[CH:22][CH:23]=2)(=[O:17])=[O:18])=[N:11][O:12][C:13]=1[CH3:14]. The catalyst class is: 13.